From a dataset of Reaction yield outcomes from USPTO patents with 853,638 reactions. Predict the reaction yield, written as a fraction of the theoretical maximum amount of product (1.0 means a 100% yield; for example, 0.34 means a 34% yield). (1) The reactants are [NH4+:1].[Cl-].C[Al](C)C.[Al].[F:8][C:9]([F:36])([F:35])[C:10]1[CH:11]=[C:12]([CH:32]=[CH:33][CH:34]=1)[CH2:13][CH:14]1[S:18][C:17](=[N:19][C:20]2[CH:30]=[CH:29][C:23]([C:24](OCC)=[O:25])=[CH:22][CH:21]=2)[NH:16][C:15]1=[O:31]. The catalyst is C1C=CC=CC=1.CCCCCC.O.C(Cl)Cl. The product is [F:35][C:9]([F:36])([F:8])[C:10]1[CH:11]=[C:12]([CH:32]=[CH:33][CH:34]=1)[CH2:13][CH:14]1[S:18][C:17](=[N:19][C:20]2[CH:30]=[CH:29][C:23]([C:24]([NH2:1])=[O:25])=[CH:22][CH:21]=2)[NH:16][C:15]1=[O:31]. The yield is 0.140. (2) The reactants are [N:1]1[CH:6]=[CH:5][C:4]([CH:7]=O)=[CH:3][CH:2]=1.[CH3:9][O:10][C:11]1[CH:12]=[C:13]([CH:17]=[CH:18][C:19]=1[O:20][CH3:21])[CH2:14][C:15]#[N:16]. No catalyst specified. The product is [CH3:9][O:10][C:11]1[CH:12]=[C:13](/[C:14](=[CH:7]/[C:4]2[CH:3]=[CH:2][N:1]=[CH:6][CH:5]=2)/[C:15]#[N:16])[CH:17]=[CH:18][C:19]=1[O:20][CH3:21]. The yield is 0.630. (3) The reactants are Cl.FC1C=C(C=CC=1)CN1C=C(C2C3C(=NC=C(C4C=CC(C5CCNCC5)=CC=4)C=3)N(S(C3C=CC(C)=CC=3)(=O)=O)C=2)C=N1.[F:46][C:47]1[CH:48]=[C:49]([CH:92]=[CH:93][CH:94]=1)[CH2:50][N:51]1[C:55]([CH3:56])=[C:54]([C:57]2[C:65]3[C:60](=[N:61][CH:62]=[C:63]([C:66]4[CH:67]=[CH:68][C:69]([N:72]5[CH2:77][CH2:76][N:75]([CH2:78][C@@H:79]([OH:81])[CH3:80])[CH2:74][CH2:73]5)=[N:70][CH:71]=4)[CH:64]=3)[N:59](S(C3C=CC(C)=CC=3)(=O)=O)[CH:58]=2)[CH:53]=[N:52]1.[OH-].[Li+]. The catalyst is C1COCC1.CO.O. The product is [F:46][C:47]1[CH:48]=[C:49]([CH:92]=[CH:93][CH:94]=1)[CH2:50][N:51]1[C:55]([CH3:56])=[C:54]([C:57]2[C:65]3[C:60](=[N:61][CH:62]=[C:63]([C:66]4[CH:67]=[CH:68][C:69]([N:72]5[CH2:77][CH2:76][N:75]([CH2:78][C@@H:79]([OH:81])[CH3:80])[CH2:74][CH2:73]5)=[N:70][CH:71]=4)[CH:64]=3)[NH:59][CH:58]=2)[CH:53]=[N:52]1. The yield is 0.110.